Dataset: Peptide-MHC class II binding affinity with 134,281 pairs from IEDB. Task: Regression. Given a peptide amino acid sequence and an MHC pseudo amino acid sequence, predict their binding affinity value. This is MHC class II binding data. (1) The peptide sequence is VADAYITLVTLPKSS. The MHC is DRB1_0401 with pseudo-sequence DRB1_0401. The binding affinity (normalized) is 0.830. (2) The peptide sequence is QVESTAGSLQGQWRG. The MHC is HLA-DQA10101-DQB10501 with pseudo-sequence HLA-DQA10101-DQB10501. The binding affinity (normalized) is 0. (3) The peptide sequence is VSQMRMATPLLMRPM. The MHC is H-2-IAb with pseudo-sequence H-2-IAb. The binding affinity (normalized) is 0.593. (4) The peptide sequence is MGAVTTEVAFGLVCA. The MHC is DRB5_0101 with pseudo-sequence DRB5_0101. The binding affinity (normalized) is 0.269. (5) The peptide sequence is LPLRRLLGLVAAGLD. The MHC is HLA-DQA10501-DQB10301 with pseudo-sequence HLA-DQA10501-DQB10301. The binding affinity (normalized) is 0.623. (6) The peptide sequence is PAAAYATATPAAATA. The MHC is HLA-DPA10103-DPB10401 with pseudo-sequence HLA-DPA10103-DPB10401. The binding affinity (normalized) is 0.0770. (7) The peptide sequence is RIDTPDKLTGPFTVR. The MHC is HLA-DPA10201-DPB10501 with pseudo-sequence HLA-DPA10201-DPB10501. The binding affinity (normalized) is 0.